Task: Predict the reactants needed to synthesize the given product.. Dataset: Full USPTO retrosynthesis dataset with 1.9M reactions from patents (1976-2016) (1) Given the product [CH2:6]([O:8][C:9](=[O:25])[C:10]1[CH:22]=[C:21]([CH:23]([CH:1]2[CH2:3][CH2:2]2)[OH:24])[CH:20]=[C:12]([C:13]([N:15]([CH3:19])[CH2:16][CH2:17][CH3:18])=[O:14])[CH:11]=1)[CH3:7], predict the reactants needed to synthesize it. The reactants are: [CH:1]1([Mg]Br)[CH2:3][CH2:2]1.[CH2:6]([O:8][C:9](=[O:25])[C:10]1[CH:22]=[C:21]([CH:23]=[O:24])[CH:20]=[C:12]([C:13]([N:15]([CH3:19])[CH2:16][CH2:17][CH3:18])=[O:14])[CH:11]=1)[CH3:7]. (2) Given the product [NH2:1][C:2]1[N:7]=[C:6]([O:10][C:11]2[CH:12]=[C:13]3[C:18](=[CH:19][CH:20]=2)[C:17]([C:21]([OH:23])=[O:22])=[CH:16][CH:15]=[CH:14]3)[CH:5]=[C:4]([Cl:9])[N:3]=1, predict the reactants needed to synthesize it. The reactants are: [NH2:1][C:2]1[N:7]=[C:6](Cl)[CH:5]=[C:4]([Cl:9])[N:3]=1.[OH:10][C:11]1[CH:12]=[C:13]2[C:18](=[CH:19][CH:20]=1)[C:17]([C:21]([OH:23])=[O:22])=[CH:16][CH:15]=[CH:14]2. (3) Given the product [C:1]([O:5][C:6]([N:8]1[CH2:13][CH2:12][CH:11]([C:14]2[O:15][CH:16]=[CH:17][C:18]=2[CH2:19][OH:20])[CH2:10][CH2:9]1)=[O:7])([CH3:4])([CH3:2])[CH3:3], predict the reactants needed to synthesize it. The reactants are: [C:1]([O:5][C:6]([N:8]1[CH2:13][CH2:12][CH:11]([C:14]2[O:15][CH:16]=[CH:17][C:18]=2[C:19](OC)=[O:20])[CH2:10][CH2:9]1)=[O:7])([CH3:4])([CH3:3])[CH3:2].[H-].[H-].[H-].[H-].[Li+].[Al+3].O.[OH-].[Na+]. (4) The reactants are: O.O.C([O-])(=O)C(C(C([O-])=O)O)O.[Na+].[Na+].[O:15]=[C:16]1[O:22][C@H:21]([C@H:23]([CH2:25][OH:26])[OH:24])[C:19]([OH:20])=[C:17]1[OH:18].C([O-])(=O)C(C(C([O-])=O)O)O.[Cl:37][Sn]Cl.O=C1O[C@H]([C@H](CO)O)C([O-])=C1O.Cl. Given the product [ClH:37].[O:15]=[C:16]1[O:22][C@H:21]([C@H:23]([CH2:25][OH:26])[OH:24])[C:19]([OH:20])=[C:17]1[OH:18], predict the reactants needed to synthesize it. (5) Given the product [C:1]([C:5]1[CH:10]=[C:9]([CH3:11])[CH:8]=[CH:7][C:6]=1[N:12]1[CH2:13][CH2:14][N:15]([C:18](=[O:24])[C:19]([OH:21])=[O:20])[CH2:16][CH2:17]1)([CH3:4])([CH3:2])[CH3:3], predict the reactants needed to synthesize it. The reactants are: [C:1]([C:5]1[CH:10]=[C:9]([CH3:11])[CH:8]=[CH:7][C:6]=1[N:12]1[CH2:17][CH2:16][N:15]([C:18](=[O:24])[C:19]([O:21]CC)=[O:20])[CH2:14][CH2:13]1)([CH3:4])([CH3:3])[CH3:2].[OH-].[Li+].Cl. (6) The reactants are: [CH3:1][C:2]1[S:3][C:4]([C:13]([N:15]2[CH2:20][C:19](=O)[CH2:18][CH2:17][CH:16]2[CH2:22][NH:23][C:24]([C:26]2[CH:27]=[CH:28][CH:29]=[C:30]3[C:35]=2[N:34]=[CH:33][CH:32]=[CH:31]3)=[O:25])=[O:14])=[C:5]([C:7]2[CH:12]=[CH:11][CH:10]=[CH:9][CH:8]=2)[N:6]=1.[NH2:36][CH2:37][CH2:38][OH:39]. Given the product [OH:39][CH2:38][CH2:37][NH:36][CH:19]1[CH2:20][N:15]([C:13]([C:4]2[S:3][C:2]([CH3:1])=[N:6][C:5]=2[C:7]2[CH:12]=[CH:11][CH:10]=[CH:9][CH:8]=2)=[O:14])[CH:16]([CH2:22][NH:23][C:24]([C:26]2[CH:27]=[CH:28][CH:29]=[C:30]3[C:35]=2[N:34]=[CH:33][CH:32]=[CH:31]3)=[O:25])[CH2:17][CH2:18]1, predict the reactants needed to synthesize it. (7) Given the product [Si:6]([O:26][CH2:25][C@@H:23]1[O:24][C@H:19]([N:27]2[CH:34]=[CH:33][C:31](=[O:32])[NH:30][C:28]2=[O:29])[CH2:20][C@@H:21]1[OH:22])([C:2]([CH3:5])([CH3:3])[CH3:4])([C:13]1[CH:18]=[CH:17][CH:16]=[CH:15][CH:14]=1)[C:7]1[CH:8]=[CH:9][CH:10]=[CH:11][CH:12]=1, predict the reactants needed to synthesize it. The reactants are: [Cl-].[C:2]([SiH:6]([C:13]1[CH:18]=[CH:17][CH:16]=[CH:15][CH:14]=1)[C:7]1[CH:12]=[CH:11][CH:10]=[CH:9][CH:8]=1)([CH3:5])([CH3:4])[CH3:3].[C@H:19]1([N:27]2[CH:34]=[CH:33][C:31](=[O:32])[NH:30][C:28]2=[O:29])[O:24][C@@H:23]([CH2:25][OH:26])[C@@H:21]([OH:22])[CH2:20]1.